Dataset: Retrosynthesis with 50K atom-mapped reactions and 10 reaction types from USPTO. Task: Predict the reactants needed to synthesize the given product. (1) Given the product CCOC(=O)CCN(C)C(=O)c1ccc(NC(CC(C)C)c2oc3ccc(Cl)cc3c2C)cc1, predict the reactants needed to synthesize it. The reactants are: CCOC(=O)CCNC.Cc1c(C(CC(C)C)Nc2ccc(C(=O)O)cc2)oc2ccc(Cl)cc12. (2) Given the product Cc1c(SCCCCl)ccnc1CNc1ncncc1Cl, predict the reactants needed to synthesize it. The reactants are: Cc1c(SCCCCl)ccnc1CCl.Nc1ncncc1Cl. (3) The reactants are: COC(=O)C(=Cc1ccc(OCCOc2ccc3ncccc3c2)cc1)C(=O)OC. Given the product COC(=O)C(Cc1ccc(OCCOc2ccc3ncccc3c2)cc1)C(=O)OC, predict the reactants needed to synthesize it. (4) Given the product CC(=O)CC(=O)OC[C@H](NC(=O)C(F)(F)F)C(=O)O, predict the reactants needed to synthesize it. The reactants are: CC(=O)CC(=O)OC[C@H](NC(=O)C(F)(F)F)C(=O)OCc1ccccc1.